The task is: Predict the reactants needed to synthesize the given product.. This data is from Full USPTO retrosynthesis dataset with 1.9M reactions from patents (1976-2016). (1) Given the product [NH2:1][C:2]1[C:11]2=[CH:12][N:13]([CH:15]3[O:16][CH:17]([C:23]([C:30]4[CH:31]=[CH:32][CH:33]=[CH:34][CH:35]=4)([C:36]4[CH:37]=[CH:38][CH:39]=[CH:40][CH:41]=4)[O:24][SiH2:25][C:26]([CH3:27])([CH3:28])[CH3:29])[CH:18]([O:22][C:43](=[O:49])[CH2:44][CH2:45][CH2:46][CH2:47][CH3:48])[C:19]3([OH:21])[CH3:20])[N:14]=[C:9]3[C:10]2=[C:4]([C:5](=[O:42])[NH:6][N:7]=[CH:8]3)[CH:3]=1, predict the reactants needed to synthesize it. The reactants are: [NH2:1][C:2]1[C:11]2=[CH:12][N:13]([CH:15]3[C:19]([OH:21])([CH3:20])[CH:18]([OH:22])[CH:17]([C:23]([C:36]4[CH:41]=[CH:40][CH:39]=[CH:38][CH:37]=4)([C:30]4[CH:35]=[CH:34][CH:33]=[CH:32][CH:31]=4)[O:24][SiH2:25][C:26]([CH3:29])([CH3:28])[CH3:27])[O:16]3)[N:14]=[C:9]3[C:10]2=[C:4]([C:5](=[O:42])[NH:6][N:7]=[CH:8]3)[CH:3]=1.[C:43](Cl)(=[O:49])[CH2:44][CH2:45][CH2:46][CH2:47][CH3:48]. (2) Given the product [NH2:8][C@H:7]1[CH2:6][CH2:5][CH2:4][N:3]([C:16]2[CH:17]=[CH:18][CH:19]=[CH:20][CH:21]=2)[C:2]1=[O:1], predict the reactants needed to synthesize it. The reactants are: [O:1]=[C:2]1[C@@H:7]([NH:8]C(=O)OC(C)(C)C)[CH2:6][CH2:5][CH2:4][N:3]1[C:16]1[CH:21]=[CH:20][CH:19]=[CH:18][CH:17]=1.Cl. (3) Given the product [Br:18][C:15]1[CH:14]=[CH:13][C:12]([O:11][C:5]([CH2:19][OH:20])([CH2:4][OH:3])[CH2:6][OH:7])=[CH:17][CH:16]=1, predict the reactants needed to synthesize it. The reactants are: C([O:3][C:4](=O)[C:5]([CH2:19][O:20]C(=O)C)([O:11][C:12]1[CH:17]=[CH:16][C:15]([Br:18])=[CH:14][CH:13]=1)[C:6](OCC)=[O:7])C.[BH4-].[Li+].